Dataset: Full USPTO retrosynthesis dataset with 1.9M reactions from patents (1976-2016). Task: Predict the reactants needed to synthesize the given product. (1) Given the product [N:1]1([CH2:6][CH2:7][O:8][C:9]2[CH:10]=[C:11]3[C:16](=[CH:17][CH:18]=2)[C:15](=[O:19])[C:14](=[CH:32][C:28]2[S:29][CH:30]=[CH:31][C:27]=2[O:20][C:21]2[CH:22]=[CH:23][CH:24]=[CH:25][CH:26]=2)[CH2:13][CH2:12]3)[CH:5]=[CH:4][N:3]=[CH:2]1, predict the reactants needed to synthesize it. The reactants are: [N:1]1([CH2:6][CH2:7][O:8][C:9]2[CH:10]=[C:11]3[C:16](=[CH:17][CH:18]=2)[C:15](=[O:19])[CH2:14][CH2:13][CH2:12]3)[CH:5]=[CH:4][N:3]=[CH:2]1.[O:20]([C:27]1[CH:31]=[CH:30][S:29][C:28]=1[CH:32]=O)[C:21]1[CH:26]=[CH:25][CH:24]=[CH:23][CH:22]=1. (2) The reactants are: [NH2:1][CH:2]([C:5]([OH:7])=[O:6])[CH2:3][OH:4].[C:8]1([CH3:18])[CH:13]=[CH:12][C:11]([S:14](Cl)(=[O:16])=[O:15])=[CH:10][CH:9]=1. Given the product [OH:4][CH2:3][CH:2]([NH:1][S:14]([C:11]1[CH:12]=[CH:13][C:8]([CH3:18])=[CH:9][CH:10]=1)(=[O:16])=[O:15])[C:5]([OH:7])=[O:6], predict the reactants needed to synthesize it.